This data is from Forward reaction prediction with 1.9M reactions from USPTO patents (1976-2016). The task is: Predict the product of the given reaction. (1) Given the reactants [CH3:1][C:2]1([CH3:28])[CH2:4][N:3]1[S:5]([C:8]1[CH:27]=[CH:26][C:11]([NH:12][C:13]2[N:18]=[C:17]([C:19]3[N:23]([CH3:24])[C:22]([CH3:25])=[N:21][CH:20]=3)[CH:16]=[CH:15][N:14]=2)=[CH:10][CH:9]=1)(=[O:7])=[O:6].[NH:29]1[CH2:34][CH2:33][O:32][CH2:31][CH2:30]1, predict the reaction product. The product is: [O:32]1[CH2:33][CH2:34][N:29]([CH2:4][C:2]([NH:3][S:5]([C:8]2[CH:27]=[CH:26][C:11]([NH:12][C:13]3[N:18]=[C:17]([C:19]4[N:23]([CH3:24])[C:22]([CH3:25])=[N:21][CH:20]=4)[CH:16]=[CH:15][N:14]=3)=[CH:10][CH:9]=2)(=[O:7])=[O:6])([CH3:1])[CH3:28])[CH2:30][CH2:31]1. (2) The product is: [CH2:1]([O:8][CH2:9][C@H:10]([NH2:12])[CH3:11])[C:2]1[CH:7]=[CH:6][CH:5]=[CH:4][CH:3]=1. Given the reactants [CH2:1]([O:8][CH2:9][C@H:10]([NH:12]C(OC(C)(C)C)=O)[CH3:11])[C:2]1[CH:7]=[CH:6][CH:5]=[CH:4][CH:3]=1.FC(F)(F)C(O)=O, predict the reaction product. (3) Given the reactants [NH2:1][S:2]([C:5]1[CH:10]=[CH:9][C:8]([N:11]2[C:15]([CH2:16][C:17]3[CH:22]=[CH:21][CH:20]=[C:19]([CH3:23])[CH:18]=3)=[CH:14][C:13]([C:24]([O:26]CC)=[O:25])=[N:12]2)=[C:7]([F:29])[CH:6]=1)(=[O:4])=[O:3].[OH-].[Na+], predict the reaction product. The product is: [NH2:1][S:2]([C:5]1[CH:10]=[CH:9][C:8]([N:11]2[C:15]([CH2:16][C:17]3[CH:22]=[CH:21][CH:20]=[C:19]([CH3:23])[CH:18]=3)=[CH:14][C:13]([C:24]([OH:26])=[O:25])=[N:12]2)=[C:7]([F:29])[CH:6]=1)(=[O:4])=[O:3]. (4) Given the reactants [CH3:1][O:2][C:3]1[CH:4]=[CH:5][C:6]2[N:7]([N:9]=[C:10]([C:15]3[CH:20]=[CH:19][CH:18]=[CH:17][CH:16]=3)[C:11]=2C(O)=O)[CH:8]=1, predict the reaction product. The product is: [CH3:1][O:2][C:3]1[CH:4]=[CH:5][C:6]2[N:7]([N:9]=[C:10]([C:15]3[CH:16]=[CH:17][CH:18]=[CH:19][CH:20]=3)[CH:11]=2)[CH:8]=1. (5) Given the reactants [F:1][C:2]1[CH:3]=[CH:4][C:5]([CH3:13])=[C:6]([NH:8][S:9]([CH3:12])(=[O:11])=[O:10])[CH:7]=1.[CH3:14][C:15]([S@:18]([NH-:20])=[O:19])([CH3:17])[CH3:16].[BH4-].[Na+].[CH2:23]1COC[CH2:24]1, predict the reaction product. The product is: [C:15]([S@:18]([NH:20][C@@H:23]([C:3]1[C:2]([F:1])=[CH:7][C:6]([NH:8][S:9]([CH3:12])(=[O:11])=[O:10])=[C:5]([CH3:13])[CH:4]=1)[CH3:24])=[O:19])([CH3:17])([CH3:16])[CH3:14]. (6) Given the reactants [Br:1][C:2]1[CH:3]=[CH:4][C:5]([Cl:15])=[C:6]([CH:14]=1)[C:7]([NH:9][CH2:10][CH:11]=[N:12][OH:13])=[O:8].CN(C1C=CC(N=NC2C=CC(S(O)(=O)=O)=CC=2)=CC=1)C.[CH3:37][OH:38].Cl.C([BH3-])#N.[Na+], predict the reaction product. The product is: [Br:1][C:2]1[CH:3]=[CH:4][C:5]([Cl:15])=[C:6]([CH:14]=1)[C:7]([NH:9][CH2:10][CH2:11][N:12]([CH:37]=[O:38])[OH:13])=[O:8].